This data is from Reaction yield outcomes from USPTO patents with 853,638 reactions. The task is: Predict the reaction yield, written as a fraction of the theoretical maximum amount of product (1.0 means a 100% yield; for example, 0.34 means a 34% yield). The reactants are [C:1]([O:5][C:6]([N:8]1[C:17]2[C:12](=[CH:13][C:14]([C:18](=O)[CH3:19])=[CH:15][CH:16]=2)[CH2:11][CH2:10][CH2:9]1)=[O:7])([CH3:4])([CH3:3])[CH3:2].[NH2:21][OH:22]. The catalyst is CCO. The product is [C:1]([O:5][C:6]([N:8]1[C:17]2[C:12](=[CH:13][C:14]([C:18](=[N:21][OH:22])[CH3:19])=[CH:15][CH:16]=2)[CH2:11][CH2:10][CH2:9]1)=[O:7])([CH3:4])([CH3:3])[CH3:2]. The yield is 0.900.